This data is from Peptide-MHC class II binding affinity with 134,281 pairs from IEDB. The task is: Regression. Given a peptide amino acid sequence and an MHC pseudo amino acid sequence, predict their binding affinity value. This is MHC class II binding data. The binding affinity (normalized) is 0.574. The peptide sequence is YDKHLANVSTVLTGK. The MHC is DRB1_1602 with pseudo-sequence DRB1_1602.